Predict the reactants needed to synthesize the given product. From a dataset of Full USPTO retrosynthesis dataset with 1.9M reactions from patents (1976-2016). (1) Given the product [CH3:24][N:23]([C:19]1[N:18]=[C:17]([C:15]2[N:14]([CH3:28])[C:11]3[CH2:12][CH2:13][NH:8][C:9](=[O:29])[C:10]=3[CH:16]=2)[CH:22]=[CH:21][N:20]=1)[C:25](=[O:27])[CH3:26], predict the reactants needed to synthesize it. The reactants are: C(OC([N:8]1[CH2:13][CH2:12][C:11]2[N:14]([CH3:28])[C:15]([C:17]3[CH:22]=[CH:21][N:20]=[C:19]([N:23]([C:25](=[O:27])[CH3:26])[CH3:24])[N:18]=3)=[CH:16][C:10]=2[C:9]1=[O:29])=O)(C)(C)C.C(O)(C(F)(F)F)=O. (2) Given the product [C:10]([CH2:9][C@@H:8]([C:4]1[CH:3]=[C:2]([C:40]#[C:39][CH2:38][CH2:37][O:41][C:42](=[O:73])[CH2:43][NH:44][C:45](=[O:72])[C@@H:46]([N:48]2[CH2:59][CH2:58][N:57]([CH2:60][C:61]([O-:63])=[O:62])[CH2:56][CH2:55][N:54]([CH2:64][C:65]([O-:67])=[O:66])[CH2:53][CH2:52][N:51]([CH2:68][C:69]([O-:71])=[O:70])[CH2:50][CH2:49]2)[CH3:47])[CH:7]=[N:6][CH:5]=1)[NH:13][C:14]([C@@H:16]1[CH2:21][CH2:20][CH2:19][N:18]([C:22](=[O:31])[CH2:23][CH2:24][CH:25]2[CH2:30][CH2:29][NH:28][CH2:27][CH2:26]2)[CH2:17]1)=[O:15])([OH:12])=[O:11].[Gd+3:74], predict the reactants needed to synthesize it. The reactants are: Br[C:2]1[CH:3]=[C:4]([C@@H:8]([NH:13][C:14]([C@@H:16]2[CH2:21][CH2:20][CH2:19][N:18]([C:22](=[O:31])[CH2:23][CH2:24][CH:25]3[CH2:30][CH2:29][NH:28][CH2:27][CH2:26]3)[CH2:17]2)=[O:15])[CH2:9][C:10]([OH:12])=[O:11])[CH:5]=[N:6][CH:7]=1.NCCCC.[CH2:37]([O:41][C:42](=[O:73])[CH2:43][NH:44][C:45](=[O:72])[CH:46]([N:48]1[CH2:59][CH2:58][N:57]([CH2:60][C:61]([O-:63])=[O:62])[CH2:56][CH2:55][N:54]([CH2:64][C:65]([O-:67])=[O:66])[CH2:53][CH2:52][N:51]([CH2:68][C:69]([O-:71])=[O:70])[CH2:50][CH2:49]1)[CH3:47])[CH2:38][C:39]#[CH:40].[Gd+3:74].